This data is from NCI-60 drug combinations with 297,098 pairs across 59 cell lines. The task is: Regression. Given two drug SMILES strings and cell line genomic features, predict the synergy score measuring deviation from expected non-interaction effect. Drug 1: CC(C1=C(C=CC(=C1Cl)F)Cl)OC2=C(N=CC(=C2)C3=CN(N=C3)C4CCNCC4)N. Drug 2: C(CC(=O)O)C(=O)CN.Cl. Cell line: SF-539. Synergy scores: CSS=6.40, Synergy_ZIP=-3.57, Synergy_Bliss=-2.21, Synergy_Loewe=-2.08, Synergy_HSA=-1.71.